From a dataset of Forward reaction prediction with 1.9M reactions from USPTO patents (1976-2016). Predict the product of the given reaction. (1) Given the reactants [Cl:1][C:2]1[CH:3]=[C:4]([S:8]([N:11]2[C:15]([C:16]3[CH:21]=[CH:20][CH:19]=[CH:18][CH:17]=3)=[C:14]([CH3:22])[C:13]([CH:23]=O)=[CH:12]2)(=[O:10])=[O:9])[CH:5]=[CH:6][CH:7]=1.[Cl-].C[NH3+].[C:28]([BH3-])#[N:29].[Na+], predict the reaction product. The product is: [ClH:1].[Cl:1][C:2]1[CH:3]=[C:4]([S:8]([N:11]2[C:15]([C:16]3[CH:21]=[CH:20][CH:19]=[CH:18][CH:17]=3)=[C:14]([CH3:22])[C:13]([CH2:23][NH:29][CH3:28])=[CH:12]2)(=[O:10])=[O:9])[CH:5]=[CH:6][CH:7]=1. (2) Given the reactants [F:1][C:2]1[CH:24]=[C:23]([F:25])[CH:22]=[CH:21][C:3]=1[CH2:4][N:5]1[C:9]2=[CH:10][N:11]=[C:12]([C:14](O)=[O:15])[CH:13]=[C:8]2[C:7]([CH2:17][N:18]([CH3:20])[CH3:19])=[CH:6]1.FC1C=C(F)C=CC=1CN1C2=CN=C(C(OCC)=O)C=C2C(CN(C)C)=C1.C(OCC1C2C(=CN=C([C:71]([NH:73][OH:74])=O)C=2)N(CC2C=CC(F)=CC=2F)C=1)C1C=CC=CC=1.Cl.CNO, predict the reaction product. The product is: [F:1][C:2]1[CH:24]=[C:23]([F:25])[CH:22]=[CH:21][C:3]=1[CH2:4][N:5]1[C:9]2=[CH:10][N:11]=[C:12]([C:14]([N:73]([OH:74])[CH3:71])=[O:15])[CH:13]=[C:8]2[C:7]([CH2:17][N:18]([CH3:20])[CH3:19])=[CH:6]1.